Predict which catalyst facilitates the given reaction. From a dataset of Catalyst prediction with 721,799 reactions and 888 catalyst types from USPTO. (1) Reactant: C[N:2](C(ON1N=NC2C=CC=NC1=2)=[N+](C)C)C.F[P-](F)(F)(F)(F)F.[NH2:25][C:26]([C:28]1[C:36]([NH:37][C@H:38]([CH3:41])[CH2:39][CH3:40])=[CH:35][C:31]([C:32](O)=[O:33])=[C:30]([CH3:42])[CH:29]=1)=[O:27].C(N(C(C)C)CC)(C)C.C(OCC)(=O)C. Product: [CH3:42][C:30]1[CH:29]=[C:28]([C:26]([NH2:25])=[O:27])[C:36]([NH:37][C@H:38]([CH3:41])[CH2:39][CH3:40])=[CH:35][C:31]=1[C:32]([NH2:2])=[O:33]. The catalyst class is: 3. (2) Reactant: Cl[C:2]1[N:11]=[C:10]([C:12]2[CH:17]=[CH:16][C:15]([N:18]([CH3:20])[CH3:19])=[CH:14][CH:13]=2)[CH:9]=[C:8]2[C:3]=1[CH:4]=[CH:5][CH:6]=[N:7]2.[NH2:21][CH2:22][CH2:23][CH2:24][NH2:25]. Product: [NH2:21][CH2:22][CH2:23][CH2:24][NH:25][C:2]1[N:11]=[C:10]([C:12]2[CH:17]=[CH:16][C:15]([N:18]([CH3:20])[CH3:19])=[CH:14][CH:13]=2)[CH:9]=[C:8]2[C:3]=1[CH:4]=[CH:5][CH:6]=[N:7]2. The catalyst class is: 6. (3) Reactant: [CH:1]12[CH:9]([C:10]3[CH:23]=[CH:22][C:13]([O:14][CH2:15][C@H:16]4[O:20][C:19]([NH2:21])=[N:18][CH2:17]4)=[CH:12][CH:11]=3)[CH:5]([CH2:6][CH2:7][CH2:8]1)[CH2:4][CH2:3][CH2:2]2.C([O:26][C:27](=O)[C:28]#[C:29][CH:30]1[CH2:34][CH2:33][CH2:32][CH2:31]1)C. Product: [CH:1]12[CH:9]([C:10]3[CH:23]=[CH:22][C:13]([O:14][CH2:15][C@H:16]4[O:20][C:19]5=[N:21][C:27](=[O:26])[CH:28]=[C:29]([CH:30]6[CH2:34][CH2:33][CH2:32][CH2:31]6)[N:18]5[CH2:17]4)=[CH:12][CH:11]=3)[CH:5]([CH2:4][CH2:3][CH2:2]1)[CH2:6][CH2:7][CH2:8]2. The catalyst class is: 22. (4) Reactant: [C:1]([C:3]1[CH:11]=[CH:10][CH:9]=[C:8]2[C:4]=1[CH2:5][CH2:6][C@H:7]2[NH:12][C:13](=[O:19])[O:14][C:15]([CH3:18])([CH3:17])[CH3:16])#[N:2].Cl.[NH2:21][OH:22]. Product: [OH:22][NH:21][C:1]([C:3]1[CH:11]=[CH:10][CH:9]=[C:8]2[C:4]=1[CH2:5][CH2:6][C@H:7]2[NH:12][C:13](=[O:19])[O:14][C:15]([CH3:17])([CH3:16])[CH3:18])=[NH:2]. The catalyst class is: 14. (5) Reactant: [O:1]([C:8]1[CH:9]=[C:10]([CH:23]=[CH:24][CH:25]=1)[CH2:11][O:12][C:13]1[CH:18]=[CH:17][C:16]([CH2:19][CH2:20][C:21]#[N:22])=[CH:15][CH:14]=1)[C:2]1[CH:7]=[CH:6][CH:5]=[CH:4][CH:3]=1.[N-:26]=[N+:27]=[N-:28].[Na+].[Cl-].[NH4+]. Product: [O:1]([C:8]1[CH:9]=[C:10]([CH:23]=[CH:24][CH:25]=1)[CH2:11][O:12][C:13]1[CH:14]=[CH:15][C:16]([CH2:19][CH2:20][C:21]2[NH:28][N:27]=[N:26][N:22]=2)=[CH:17][CH:18]=1)[C:2]1[CH:3]=[CH:4][CH:5]=[CH:6][CH:7]=1. The catalyst class is: 42.